Dataset: Catalyst prediction with 721,799 reactions and 888 catalyst types from USPTO. Task: Predict which catalyst facilitates the given reaction. Reactant: [CH2:1]([S:8][C:9]1[N:10]=[C:11](Cl)[C:12]2[S:17][C:16]([NH2:18])=[N:15][C:13]=2[N:14]=1)[C:2]1[CH:7]=[CH:6][CH:5]=[CH:4][CH:3]=1.CCN(C(C)C)C(C)C.[CH3:29][NH:30][C@@H:31]([CH2:36][OH:37])[CH2:32][CH:33]([CH3:35])[CH3:34]. Product: [NH2:18][C:16]1[S:17][C:12]2[C:11]([N:30]([CH3:29])[C@H:31]([CH2:32][CH:33]([CH3:35])[CH3:34])[CH2:36][OH:37])=[N:10][C:9]([S:8][CH2:1][C:2]3[CH:7]=[CH:6][CH:5]=[CH:4][CH:3]=3)=[N:14][C:13]=2[N:15]=1. The catalyst class is: 37.